This data is from Reaction yield outcomes from USPTO patents with 853,638 reactions. The task is: Predict the reaction yield, written as a fraction of the theoretical maximum amount of product (1.0 means a 100% yield; for example, 0.34 means a 34% yield). (1) The reactants are CCN(C(C)C)C(C)C.[OH:10][C:11]1[CH:12]=[CH:13][CH:14]=[C:15]2[C:20]=1[O:19][C:18](=[O:21])[C:17]([C:22]([OH:24])=O)=[CH:16]2.CN(C(ON1N=NC2C=CC=NC1=2)=[N+](C)C)C.F[P-](F)(F)(F)(F)F.[CH2:49]([O:51][C:52]1[CH:57]=[CH:56][C:55]([C:58]2[CH:63]=[CH:62][CH:61]=[C:60]([NH2:64])[CH:59]=2)=[CH:54][C:53]=1[CH3:65])[CH3:50]. The catalyst is CN(C=O)C. The product is [CH2:49]([O:51][C:52]1[CH:57]=[CH:56][C:55]([C:58]2[CH:63]=[CH:62][CH:61]=[C:60]([NH:64][C:22]([C:17]3[C:18](=[O:21])[O:19][C:20]4[C:15]([CH:16]=3)=[CH:14][CH:13]=[CH:12][C:11]=4[OH:10])=[O:24])[CH:59]=2)=[CH:54][C:53]=1[CH3:65])[CH3:50]. The yield is 0.410. (2) The yield is 0.850. The catalyst is CO.O1CCOCC1.O.C(OCC)(=O)C.Cl.[Pd]. The reactants are [H][H].C([O:10][C:11]([C@@H:13]1[CH2:21][C@@H:20]2[C@@H:15]([CH2:16][C:17](=[CH:22][CH3:23])[CH2:18][CH2:19]2)[N:14]1CC1C=CC=CC=1)=[O:12])C1C=CC=CC=1.C(=O)([O-])[O-].[Na+].[Na+].[C:48]([O:47][C:45](O[C:45]([O:47][C:48]([CH3:51])([CH3:50])[CH3:49])=[O:46])=[O:46])([CH3:51])([CH3:50])[CH3:49]. The product is [C:48]([O:47][C:45]([N:14]1[C@H:15]2[C@H:20]([CH2:19][CH2:18][CH:17]([CH2:22][CH3:23])[CH2:16]2)[CH2:21][C@H:13]1[C:11]([OH:12])=[O:10])=[O:46])([CH3:49])([CH3:50])[CH3:51]. (3) The reactants are [CH3:1][C:2]1([CH3:16])[CH2:10][C:9]2[NH:8][N:7]=[C:6]([C:11]([F:14])([F:13])[F:12])[C:5]=2[C:4](=[O:15])[CH2:3]1.[H-].[Na+].[OH:19][CH:20]([CH2:32][OH:33])[CH2:21][NH:22][C:23]1[CH:30]=[C:29](F)[CH:28]=[CH:27][C:24]=1[C:25]#[N:26].[NH4+].[Cl-]. The catalyst is CC(N(C)C)=O. The product is [OH:19][CH:20]([CH2:32][OH:33])[CH2:21][NH:22][C:23]1[CH:30]=[C:29]([N:8]2[C:9]3[CH2:10][C:2]([CH3:16])([CH3:1])[CH2:3][C:4](=[O:15])[C:5]=3[C:6]([C:11]([F:14])([F:13])[F:12])=[N:7]2)[CH:28]=[CH:27][C:24]=1[C:25]#[N:26]. The yield is 0.970. (4) The reactants are [Cl-].O[NH3+:3].[C:4](=[O:7])([O-])[OH:5].[Na+].CS(C)=O.[CH2:13]([O:15][C:16]1[N:17]([CH2:34][C:35]2[CH:40]=[CH:39][C:38]([C:41]3[C:42]([C:47]#[N:48])=[CH:43][CH:44]=[CH:45][CH:46]=3)=[CH:37][CH:36]=2)[C:18](=[O:33])[C:19]([C:23]2[CH:28]=[CH:27][C:26]([O:29][CH:30]([CH3:32])[CH3:31])=[CH:25][CH:24]=2)=[C:20]([CH3:22])[N:21]=1)[CH3:14]. The catalyst is C(OCC)(=O)C. The product is [CH2:13]([O:15][C:16]1[N:17]([CH2:34][C:35]2[CH:36]=[CH:37][C:38]([C:41]3[CH:46]=[CH:45][CH:44]=[CH:43][C:42]=3[C:47]3[NH:3][C:4](=[O:7])[O:5][N:48]=3)=[CH:39][CH:40]=2)[C:18](=[O:33])[C:19]([C:23]2[CH:24]=[CH:25][C:26]([O:29][CH:30]([CH3:32])[CH3:31])=[CH:27][CH:28]=2)=[C:20]([CH3:22])[N:21]=1)[CH3:14]. The yield is 0.660. (5) The yield is 0.190. The product is [CH3:18][O:19][C:20]1[CH:21]=[C:22]([NH:23][C:8](=[O:9])[C:3]2[CH:4]=[CH:5][CH:6]=[CH:7][N:2]=2)[CH:24]=[CH:25][C:26]=1[O:27][C:28]1[N:29]=[CH:30][CH:31]=[CH:32][N:33]=1. The catalyst is C(Cl)Cl. The reactants are Cl.[N:2]1[CH:7]=[CH:6][CH:5]=[CH:4][C:3]=1[C:8](Cl)=[O:9].CCN(CC)CC.[CH3:18][O:19][C:20]1[CH:21]=[C:22]([CH:24]=[CH:25][C:26]=1[O:27][C:28]1[N:33]=[CH:32][CH:31]=[CH:30][N:29]=1)[NH2:23]. (6) The reactants are [Br:1][C:2]1[CH:7]=[C:6]([F:8])[C:5]([S:9](Cl)(=O)=O)=[C:4]([F:13])[CH:3]=1.C1C=CC(P(C2C=CC=CC=2)C2C=CC=CC=2)=CC=1.O. The catalyst is C1COCC1. The product is [Br:1][C:2]1[CH:7]=[C:6]([F:8])[C:5]([SH:9])=[C:4]([F:13])[CH:3]=1. The yield is 0.830.